This data is from Experimentally validated miRNA-target interactions with 360,000+ pairs, plus equal number of negative samples. The task is: Binary Classification. Given a miRNA mature sequence and a target amino acid sequence, predict their likelihood of interaction. (1) The miRNA is rno-miR-133a-5p with sequence AGCUGGUAAAAUGGAACCAAAU. The protein sequence of the target gene is MRGKTFRFEMQRDLVSFPLSPAVRVKLVSAGFQTAEELLEVKPSELSKEVGISKAEALETLQIIRRECLTNKPRYAGTSESHKKCTALELLEQEHTQGFIITFCSALDDILGGGVPLMKTTEICGAPGVGKTQLCMQLAVDVQIPECFGGVAGEAVFIDTEGSFMVDRVVDLATACIQHLQLIAEKHKGEEHRKALEDFTLDNILSHIYYFRCRDYTELLAQVYLLPDFLSEHSKVRLVIVDGIAFPFRHDLDDLSLRTRLLNGLAQQMISLANNHRLAVILTNQMTTKIDRNQALLVPA.... Result: 0 (no interaction). (2) The miRNA is hsa-miR-376c-5p with sequence GGUGGAUAUUCCUUCUAUGUU. The protein sequence of the target gene is MPALGPALLQALWAGWVLTLQPLPPTAFTPNGTYLQHLARDPTSGTLYLGATNFLFQLSPGLQLEATVSTGPVLDSRDCLPPVMPDECPQAQPTNNPNQLLLVSPGALVVCGSVHQGVCEQRRLGQLEQLLLRPERPGDTQYVAANDPAVSTVGLVAQGLAGEPLLFVGRGYTSRGVGGGIPPITTRALWPPDPQAAFSYEETAKLAVGRLSEYSHHFVSAFARGASAYFLFLRRDLQAQSRAFRAYVSRVCLRDQHYYSYVELPLACEGGRYGLIQAAAVATSREVAHGEVLFAAFSSA.... Result: 0 (no interaction). (3) The miRNA is hsa-miR-548ae-3p with sequence CAAAAACUGCAAUUACUUUCA. The protein sequence of the target gene is MPSEKTFKQRRTFEQRVEDVRLIREQHPTKIPVIIERYKGEKQLPVLDKTKFLVPDHVNMSELIKIIRRRLQLNANQAFFLLVNGHSMVSVSTPISEVYESEKDEDGFLYMVCASQETFGMKLSV. Result: 0 (no interaction). (4) The miRNA is rno-miR-99a-5p with sequence AACCCGUAGAUCCGAUCUUGUG. The protein sequence of the target gene is MAEVGGVFASLDWDLQGFSSSLGNVPLADSPGFLNERLGQIEGKLQRGSPTDFAHLKGILRRRQLYCRTGFHLEIFPNGTVHGTRHDHSRFGILEFISLAVGLISIRGVDSGLYLGMNERGELFGSKKLTRECVFREQFEENWYNTYASTLYKHSDSERQYYVALNKDGSPREGYRTKRHQKFTHFLPRPVDPSKLPSMSRDLFRYR. Result: 1 (interaction). (5) The miRNA is hsa-miR-124-3p with sequence UAAGGCACGCGGUGAAUGCCAA. The protein sequence of the target gene is MEEEDEEARALLAGGPDEADRGAPAAPGALPALCDPSRLAHRLLVLLLMCFLGFGSYFCYDNPAALQTQVKRDMQVNTTKFMLLYAWYSWPNVVLCFFGGFLIDRVFGIRWGTIIFSCFVCIGQVVFALGGIFNAFWLMEFGRFVFGIGGESLAVAQNTYAVSWFKGKELNLVFGLQLSMARIGSTVNMNLMGWLYSKIEALLGSAGHTTLGITLMIGGITCILSLICALALAYLDQRAERILHKEQGKTGEVIKLTDVKDFSLPLWLIFIICVCYYVAVFPFIGLGKVFFTEKFGFSSQ.... Result: 1 (interaction). (6) The miRNA is hsa-miR-6835-3p with sequence AAAAGCACUUUUCUGUCUCCCAG. The protein sequence of the target gene is MSDGFDRAPGAGRGRSRGLGRGGGGPEGGGFPNGAGPAERARHQPPQPKAPGFLQPPPLRQPRTTPPPGAQCEVPASPQRPSRPGALPEQTRPLRAPPSSQDKIPQQNSESAMAKPQVVVAPVLMSKLSVNAPEFYPSGYSSSYTESYEDGCEDYPTLSEYVQDFLNHLTEQPGSFETEIEQFAETLNGCVTTDDALQELVELIYQQATSIPNFSYMGARLCNYLSHHLTISPQSGNFRQLLLQRCRTEYEVKDQAAKGDEVTRKRFHAFVLFLGELYLNLEIKGTNGQVTRADILQVGL.... Result: 1 (interaction). (7) The miRNA is xtr-miR-9-5p with sequence UCUUUGGUUAUCUAGCUGUAUG. The protein sequence of the target gene is MGKPTSSGCDWRRFLRNHWLLLSTVAAVVLGIVLGVVVRGHSELSNLDKFYFAFPGEILMRMLKLVILPLIVSSMITGVAALDSNVSGKIGLRAVVYYFSTTVIAVILGIVLVVSIKPGVTQKVNDINRTGKTPEVSTMDAMLDLIRNMFPENLVQACFQQYKTKREEVKPVGDPGGNATEVSVTTAMTTMSENKTKEYKIVGLYSDGINVLGLIIFCLVFGLVIGKMGEKGQILVDFFNALSDATMKIVQIIMCYMPIGILFLIAGKIIEVEDWEIFRKLGLYMATVLSGLAIHSLIVL.... Result: 0 (no interaction). (8) The miRNA is cel-miR-1829b-5p with sequence AAGCGAUCUUCUAGAUGGUUGUA. The protein sequence of the target gene is MSSLYVPLVLRLEVRDRTKIVQSFIDDSKAGSESPLAGERTRQRLVKKGNTPPKKELKGREEDPPIGVMSSEPSHNYHKGRRTYSEVVIESLDGEKLVDSSSSVAGTSEKSGGRSVSEGPPDQVAYYSGNPLTEKTEGIMHFYKYNDEKLTKVAQCRMLCMYAVPAQVEVREIISFMCISLPMIVSIKVVRDPAPNQYMLIIKFKEHNDAVTFYEEFNNCPFNDLESYCCTLFFVDRIECTTSNDLFSSDDTSLTELPTCAVCLERMDDSVLAILCNHSFHARCLEQWADNTCPVCRYVQ.... Result: 1 (interaction). (9) The protein sequence of the target gene is MLGFLSRGPSMKLCMGLACVLSLWNTVSGIKGEAKKEKGMTFLPTTVSGLREEERKEKGVAFLATTELPARSIDLSALNLTELVNGMLSRALKDSKKFFSLLSVTSYSSFAFHKFSVAVYNISNLKTVDPAKFPTRYCYCLNNRTNDLSDFTALLVDIIGNSTSYLTEIFKSTSILSVNQSNESDCIFICVMTGKSGRNLSDFWEIEEKYPIINYTFTSGLSGVLGAATRGTARTSKPTTKSQKTLPSTSPGHWTQSTPWASALRSSPWTETAAPSETEETLNTGRPPELPARATATWFS.... The miRNA is hsa-miR-8069 with sequence GGAUGGUUGGGGGCGGUCGGCGU. Result: 1 (interaction).